From a dataset of Catalyst prediction with 721,799 reactions and 888 catalyst types from USPTO. Predict which catalyst facilitates the given reaction. (1) Reactant: C([O:8][CH2:9][C:10]1[N:15]=[C:14]([C:16]2[CH:24]=[CH:23][CH:22]=[C:21]3[C:17]=2[CH:18]=[N:19][N:20]3[CH:25]2[CH2:30][CH2:29][CH2:28][CH2:27][O:26]2)[N:13]=[C:12]([N:31]2[CH2:36][CH2:35][O:34][CH2:33][CH2:32]2)[N:11]=1)C1C=CC=CC=1. Product: [O:34]1[CH2:33][CH2:32][N:31]([C:12]2[N:13]=[C:14]([C:16]3[CH:24]=[CH:23][CH:22]=[C:21]4[C:17]=3[CH:18]=[N:19][N:20]4[CH:25]3[CH2:30][CH2:29][CH2:28][CH2:27][O:26]3)[N:15]=[C:10]([CH2:9][OH:8])[N:11]=2)[CH2:36][CH2:35]1. The catalyst class is: 8. (2) Product: [CH:24]1([CH:17]([C:18]2[CH:23]=[CH:22][CH:21]=[CH:20][CH:19]=2)[C:16]([NH:15][C:6]2([C:4]([OH:5])=[O:3])[CH2:7][C:8]3[C:13](=[CH:12][CH:11]=[CH:10][CH:9]=3)[CH2:14]2)=[O:29])[CH2:28][CH2:27][CH2:26][CH2:25]1. Reactant: C([O:3][C:4]([C:6]1([NH:15][C:16](=[O:29])[CH:17]([CH:24]2[CH2:28][CH2:27][CH2:26][CH2:25]2)[C:18]2[CH:23]=[CH:22][CH:21]=[CH:20][CH:19]=2)[CH2:14][C:13]2[C:8](=[CH:9][CH:10]=[CH:11][CH:12]=2)[CH2:7]1)=[O:5])C.[OH-].[K+]. The catalyst class is: 14. (3) Reactant: [NH:1]([C:8]1[N:17]=[C:16]([OH:18])[C:15]2[CH2:14][CH2:13][C@H:12]3[C@H:19]([CH3:27])[C:20]4([CH2:25][CH2:26][C@:11]3([C:28]3[CH:33]=[CH:32][CH:31]=[CH:30][CH:29]=3)[C:10]=2[N:9]=1)OCC[O:21]4)[C:2]1[CH:7]=[CH:6][CH:5]=[CH:4][CH:3]=1.Cl.C(=O)(O)[O-].[Na+]. Product: [NH:1]([C:8]1[N:17]=[C:16]([OH:18])[C:15]2[CH2:14][CH2:13][C@H:12]3[C@H:19]([CH3:27])[C:20](=[O:21])[CH2:25][CH2:26][C@:11]3([C:28]3[CH:29]=[CH:30][CH:31]=[CH:32][CH:33]=3)[C:10]=2[N:9]=1)[C:2]1[CH:7]=[CH:6][CH:5]=[CH:4][CH:3]=1. The catalyst class is: 30. (4) Reactant: [CH3:1][C:2]1([CH3:14])[C:6]([CH3:8])([CH3:7])[O:5][B:4]([C:9]2[CH:10]=[N:11][NH:12][CH:13]=2)[O:3]1.CC(C)([O-])C.[K+].Cl[CH2:22][C:23]1[CH:24]=[CH:25][C:26]([O:29][CH2:30][CH3:31])=[N:27][CH:28]=1. Product: [CH2:30]([O:29][C:26]1[CH:25]=[CH:24][C:23]([CH2:22][N:12]2[CH:13]=[C:9]([B:4]3[O:5][C:6]([CH3:7])([CH3:8])[C:2]([CH3:14])([CH3:1])[O:3]3)[CH:10]=[N:11]2)=[CH:28][N:27]=1)[CH3:31]. The catalyst class is: 107. (5) Reactant: COC1C=CC(C[N:8]2[CH:17]=[C:16]3[C:10]([C:11](=[O:40])[C:12]([CH3:39])([CH3:38])[CH2:13][C:14]4[S:20][C:19]([N:21](CC5C=CC(OC)=CC=5)[C:22]5[N:27]=[C:26]([CH3:28])[CH:25]=[CH:24][N:23]=5)=[N:18][C:15]=43)=[N:9]2)=CC=1. Product: [CH3:38][C:12]1([CH3:39])[C:11](=[O:40])[C:10]2[NH:9][N:8]=[CH:17][C:16]=2[C:15]2[N:18]=[C:19]([NH:21][C:22]3[N:27]=[C:26]([CH3:28])[CH:25]=[CH:24][N:23]=3)[S:20][C:14]=2[CH2:13]1. The catalyst class is: 67. (6) Reactant: Cl[C:2]1[CH:7]=[N:6][C:5]([CH3:8])=[CH:4][N:3]=1.[NH2:9][C@H:10]1[C:19]2[C:14](=[CH:15][CH:16]=[C:17]([CH:20]3[CH2:25][CH2:24][O:23][CH2:22][CH2:21]3)[CH:18]=2)[N:13]([C:26](=[O:28])[CH3:27])[C@@H:12]([CH3:29])[C@@H:11]1[CH3:30].CC(C)([O-])C.[Na+].CN(C1C(C2C(P(C3CCCCC3)C3CCCCC3)=CC=CC=2)=CC=CC=1)C. Product: [CH3:29][C@H:12]1[C@H:11]([CH3:30])[C@@H:10]([NH:9][C:2]2[CH:7]=[N:6][C:5]([CH3:8])=[CH:4][N:3]=2)[C:19]2[C:14](=[CH:15][CH:16]=[C:17]([CH:20]3[CH2:25][CH2:24][O:23][CH2:22][CH2:21]3)[CH:18]=2)[N:13]1[C:26](=[O:28])[CH3:27]. The catalyst class is: 62. (7) Reactant: [Cl:1][C:2]1[C:14]([F:15])=[C:13]2[C:5]([C:6]3[C:7](=[O:23])[C:8]4[CH:21]=[CH:20][C:19]([OH:22])=[CH:18][C:9]=4[C:10]([CH3:17])([CH3:16])[C:11]=3[NH:12]2)=[CH:4][CH:3]=1.[CH3:24][C:25]1([CH3:32])[O:29][C@@H:28]([CH2:30]O)[CH2:27][O:26]1.C1(P(C2C=CC=CC=2)C2C=CC=CC=2)C=CC=CC=1.C(OC(N=NC(OCC)=O)=O)C. Product: [Cl:1][C:2]1[C:14]([F:15])=[C:13]2[C:5]([C:6]3[C:7](=[O:23])[C:8]4[CH:21]=[CH:20][C:19]([O:22][CH2:30][C@H:28]5[CH2:27][O:26][C:25]([CH3:32])([CH3:24])[O:29]5)=[CH:18][C:9]=4[C:10]([CH3:17])([CH3:16])[C:11]=3[NH:12]2)=[CH:4][CH:3]=1. The catalyst class is: 1. (8) Reactant: Cl[C:2]([O:4][C:5]1[CH:10]=[CH:9][C:8]([N+:11]([O-:13])=[O:12])=[CH:7][CH:6]=1)=[O:3].[CH:14]1([CH2:17][OH:18])[CH2:16][CH2:15]1.C(N(CC)CC)C. Product: [C:2](=[O:3])([O:4][C:5]1[CH:6]=[CH:7][C:8]([N+:11]([O-:13])=[O:12])=[CH:9][CH:10]=1)[O:18][CH2:17][CH:14]1[CH2:16][CH2:15]1. The catalyst class is: 2. (9) Reactant: Cl[C:2]1C=[C:11]([NH:13][C:14]2[CH:23]=[CH:22][C:21]3[C:16](=[CH:17][CH:18]=[CH:19][CH:20]=3)[CH:15]=2)[C:5]([C:6]([O:8][CH2:9][CH3:10])=[O:7])=[CH:4][N:3]=1.COS(OC)(=O)=O.C(N(CC)CC)C.CC(O)=O.[CH3:42][CH2:43][OH:44]. Product: [CH3:2][N:3]1[C:43](=[O:44])[CH:42]=[C:11]([NH:13][C:14]2[CH:23]=[CH:22][C:21]3[C:16](=[CH:17][CH:18]=[CH:19][CH:20]=3)[CH:15]=2)[C:5]([C:6]([O:8][CH2:9][CH3:10])=[O:7])=[CH:4]1. The catalyst class is: 22. (10) Reactant: [Br:1][C:2]1[CH:3]=[N:4][CH:5]=[C:6]([CH:10]=1)[C:7]([OH:9])=O.C(N(CC)C(C)C)(C)C.[CH3:20][S@@:21]([C:24]1[CH:29]=[CH:28][CH:27]=[CH:26][CH:25]=1)(=[NH:23])=[O:22].C1CN([P+](ON2N=NC3C=CC=CC2=3)(N2CCCC2)N2CCCC2)CC1.F[P-](F)(F)(F)(F)F. Product: [Br:1][C:2]1[CH:3]=[N:4][CH:5]=[C:6]([CH:10]=1)[C:7]([N:23]=[S@:21]([CH3:20])(=[O:22])[C:24]1[CH:29]=[CH:28][CH:27]=[CH:26][CH:25]=1)=[O:9]. The catalyst class is: 3.